From a dataset of Forward reaction prediction with 1.9M reactions from USPTO patents (1976-2016). Predict the product of the given reaction. (1) Given the reactants [N:1]1([CH2:6][C:7]([N:9]2[C:18]3[C:13](=[CH:14][CH:15]=[C:16]([N+:19]([O-:21])=[O:20])[CH:17]=3)[CH2:12][CH2:11][CH2:10]2)=O)[CH:5]=[CH:4][N:3]=[CH:2]1.Cl.[OH-].[Na+], predict the reaction product. The product is: [N:1]1([CH2:6][CH2:7][N:9]2[C:18]3[C:13](=[CH:14][CH:15]=[C:16]([N+:19]([O-:21])=[O:20])[CH:17]=3)[CH2:12][CH2:11][CH2:10]2)[CH:5]=[CH:4][N:3]=[CH:2]1. (2) Given the reactants [Cl:1][C:2]1[CH:7]=[C:6]([C:8]([O:10]C)=[O:9])[CH:5]=[C:4]([C:12]([F:15])([F:14])[F:13])[C:3]=1[CH2:16][CH:17]1[CH2:22][CH2:21][N:20]([C:23]([O:25][C:26]([CH3:29])([CH3:28])[CH3:27])=[O:24])[CH2:19][CH2:18]1, predict the reaction product. The product is: [Cl:1][C:2]1[CH:7]=[C:6]([CH:5]=[C:4]([C:12]([F:15])([F:13])[F:14])[C:3]=1[CH2:16][CH:17]1[CH2:18][CH2:19][N:20]([C:23]([O:25][C:26]([CH3:27])([CH3:28])[CH3:29])=[O:24])[CH2:21][CH2:22]1)[C:8]([OH:10])=[O:9]. (3) Given the reactants [C:1]([C:5]1[O:9][CH:8]=[N:7][C:6]=1[CH:10]=[C:11]([OH:15])[C:12]([OH:14])=O)([CH3:4])([CH3:3])[CH3:2].C1C=CC2N(O)N=NC=2C=1.O.CCN=C=NCCCN(C)C.Cl.Cl.[NH2:40][C@H:41]([C:49]([NH2:51])=[O:50])[CH2:42][C:43]1[CH:48]=[CH:47][CH:46]=[CH:45][CH:44]=1.C(N(CC)CC)C, predict the reaction product. The product is: [C:1]([C:5]1[O:9][CH:8]=[N:7][C:6]=1[CH:10]=[C:11]([OH:15])[C:12]([NH:40][C@H:41]([C:49](=[O:50])[NH2:51])[CH2:42][C:43]1[CH:48]=[CH:47][CH:46]=[CH:45][CH:44]=1)=[O:14])([CH3:2])([CH3:3])[CH3:4]. (4) Given the reactants [CH:1]12[NH:9][CH:5]([CH2:6][CH2:7][CH2:8]1)[CH2:4][CH:3]([NH:10][C:11]([C:13]1[N:17]3[CH:18]=[CH:19][CH:20]=[C:21]([O:22][CH2:23][C:24]4[C:29]([F:30])=[CH:28][CH:27]=[CH:26][C:25]=4[F:31])[C:16]3=[N:15][C:14]=1[CH3:32])=[O:12])[CH2:2]2.[CH2:33]1COC[CH2:34]1.[H-].[Na+].ICC, predict the reaction product. The product is: [F:30][C:29]1[CH:28]=[CH:27][CH:26]=[C:25]([F:31])[C:24]=1[CH2:23][O:22][C:21]1[C:16]2[N:17]([C:13]([C:11]([NH:10][CH:3]3[CH2:2][CH:1]4[N:9]([CH2:33][CH3:34])[CH:5]([CH2:6][CH2:7][CH2:8]4)[CH2:4]3)=[O:12])=[C:14]([CH3:32])[N:15]=2)[CH:18]=[CH:19][CH:20]=1. (5) Given the reactants [F:1][C:2]1[CH:27]=[C:26]([F:28])[CH:25]=[CH:24][C:3]=1[O:4][C:5]1[CH:11]=[CH:10][C:8]([NH2:9])=[CH:7][C:6]=1[C:12]1[C:20]2[C:15](=[C:16]([O:21][CH3:22])[N:17]=[CH:18][CH:19]=2)[N:14]([CH3:23])[CH:13]=1.[CH2:29]([S:31](Cl)(=[O:33])=[O:32])[CH3:30].C(N(CC)CC)C.[OH-].[Na+], predict the reaction product. The product is: [F:1][C:2]1[CH:27]=[C:26]([F:28])[CH:25]=[CH:24][C:3]=1[O:4][C:5]1[CH:11]=[CH:10][C:8]([NH:9][S:31]([CH2:29][CH3:30])(=[O:33])=[O:32])=[CH:7][C:6]=1[C:12]1[C:20]2[C:15](=[C:16]([O:21][CH3:22])[N:17]=[CH:18][CH:19]=2)[N:14]([CH3:23])[CH:13]=1. (6) Given the reactants [Si:1](Cl)([C:4]([CH3:7])([CH3:6])[CH3:5])([CH3:3])[CH3:2].[CH2:9]([NH:16][CH2:17][CH2:18][OH:19])[C:10]1[CH:15]=[CH:14][CH:13]=[CH:12][CH:11]=1.C(N(C(C)C)CC)(C)C.C(OCC)C, predict the reaction product. The product is: [CH2:9]([NH:16][CH2:17][CH2:18][O:19][Si:1]([C:4]([CH3:7])([CH3:6])[CH3:5])([CH3:3])[CH3:2])[C:10]1[CH:15]=[CH:14][CH:13]=[CH:12][CH:11]=1.